Dataset: Catalyst prediction with 721,799 reactions and 888 catalyst types from USPTO. Task: Predict which catalyst facilitates the given reaction. (1) Reactant: Br[C:2]1[CH:3]=[C:4]2[C:9](=[N:10][CH:11]=1)[NH:8][C:7](=[O:12])[C:6]([CH3:14])([CH3:13])[CH2:5]2.[C:15]([O:19][C:20]([CH3:23])([CH3:22])[CH3:21])(=[O:18])[CH:16]=[CH2:17].C(N(C(C)C)C(C)C)C.CC1C=CC=CC=1P(C1C=CC=CC=1C)C1C=CC=CC=1C. Product: [C:20]([O:19][C:15](=[O:18])/[CH:16]=[CH:17]/[C:2]1[CH:11]=[N:10][C:9]2[NH:8][C:7](=[O:12])[C:6]([CH3:14])([CH3:13])[CH2:5][C:4]=2[CH:3]=1)([CH3:23])([CH3:22])[CH3:21]. The catalyst class is: 416. (2) Product: [C:19]([O:23][C:24]([NH:26][C@H:27]([C:43]([NH:45][C:46]1[CH:75]=[CH:74][CH:73]=[C:72]([F:76])[C:47]=1[O:48][CH2:49][C@H:50]1[O:55][CH2:54][C@@H:53]([CH2:56][OH:57])[N:52]([C:65]([O:67][C:68]([CH3:69])([CH3:70])[CH3:71])=[O:66])[CH2:51]1)=[O:44])[CH:28]([C:29]1[CH:30]=[CH:31][C:32]([F:35])=[CH:33][CH:34]=1)[C:36]1[CH:37]=[CH:38][C:39]([F:42])=[CH:40][CH:41]=1)=[O:25])([CH3:20])([CH3:21])[CH3:22]. The catalyst class is: 1. Reactant: CCCC[N+](CCCC)(CCCC)CCCC.[F-].[C:19]([O:23][C:24]([NH:26][C@H:27]([C:43]([NH:45][C:46]1[CH:75]=[CH:74][CH:73]=[C:72]([F:76])[C:47]=1[O:48][CH2:49][C@H:50]1[O:55][CH2:54][C@@H:53]([CH2:56][O:57][Si](C(C)(C)C)(C)C)[N:52]([C:65]([O:67][C:68]([CH3:71])([CH3:70])[CH3:69])=[O:66])[CH2:51]1)=[O:44])[CH:28]([C:36]1[CH:41]=[CH:40][C:39]([F:42])=[CH:38][CH:37]=1)[C:29]1[CH:34]=[CH:33][C:32]([F:35])=[CH:31][CH:30]=1)=[O:25])([CH3:22])([CH3:21])[CH3:20]. (3) Reactant: Br[CH2:2][C:3]1[CH:4]=[C:5]([CH:8]=[CH:9][CH:10]=1)[CH:6]=[O:7].[OH:11][C:12]1[C:17]([CH2:18][CH2:19][CH3:20])=[C:16]([OH:21])[CH:15]=[CH:14][C:13]=1[C:22](=[O:24])[CH3:23].C(=O)([O-])[O-].[K+].[K+]. Product: [C:22]([C:13]1[CH:14]=[CH:15][C:16]([O:21][CH2:2][C:3]2[CH:4]=[C:5]([CH:8]=[CH:9][CH:10]=2)[CH:6]=[O:7])=[C:17]([CH2:18][CH2:19][CH3:20])[C:12]=1[OH:11])(=[O:24])[CH3:23]. The catalyst class is: 21. (4) Reactant: [CH:1]1([C:4]2[N:13]=[C:12](N3CCN(C4C=CC=CC=4OC)CC3)[C:11]3[C:6](=[CH:7][C:8]([O:30][CH3:31])=[C:9]([O:28][CH3:29])[CH:10]=3)[N:5]=2)CC1.C[O:33]C1C=C(C(OC)=O)C(N)=CC=1OC.Cl.O1CCOCC1. Product: [CH3:29][O:28][C:9]1[CH:10]=[C:11]2[C:6](=[CH:7][C:8]=1[O:30][CH3:31])[N:5]=[C:4]([CH3:1])[N:13]=[C:12]2[OH:33]. The catalyst class is: 10. (5) Reactant: Cl[C:2]1[C:7]([N+:8]([O-:10])=[O:9])=[CH:6][C:5]([C:11]([F:14])([F:13])[F:12])=[CH:4][N:3]=1.[OH-].[Na+].O.C(OCC)(=O)C.[CH:24]([C:36]([O:38][CH2:39][CH3:40])=[O:37])([C:31]([O:33][CH2:34][CH3:35])=[O:32])[CH2:25][C:26]([O:28][CH2:29][CH3:30])=[O:27]. Product: [N+:8]([C:7]1[C:2]([C:24]([C:36]([O:38][CH2:39][CH3:40])=[O:37])([C:31]([O:33][CH2:34][CH3:35])=[O:32])[CH2:25][C:26]([O:28][CH2:29][CH3:30])=[O:27])=[N:3][CH:4]=[C:5]([C:11]([F:14])([F:13])[F:12])[CH:6]=1)([O-:10])=[O:9]. The catalyst class is: 7. (6) Reactant: [CH3:1][C:2]([C:7]1[CH:12]=[CH:11][C:10]([O:13]C)=[CH:9][CH:8]=1)([CH3:6])[C:3]([OH:5])=[O:4].Cl.[OH-].[Na+]. Product: [CH3:6][C:2]([C:7]1[CH:8]=[CH:9][C:10]([OH:13])=[CH:11][CH:12]=1)([CH3:1])[C:3]([OH:5])=[O:4]. The catalyst class is: 17.